Dataset: HIV replication inhibition screening data with 41,000+ compounds from the AIDS Antiviral Screen. Task: Binary Classification. Given a drug SMILES string, predict its activity (active/inactive) in a high-throughput screening assay against a specified biological target. The drug is c1ccc2c(c1)nc1nc3c(cn12)CCCCC3. The result is 0 (inactive).